Predict which catalyst facilitates the given reaction. From a dataset of Catalyst prediction with 721,799 reactions and 888 catalyst types from USPTO. (1) Reactant: [C:1]1([CH2:7][CH2:8][CH2:9][CH2:10][NH:11][C:12]([C@H:14]2[C@@H:19]([C:20]([NH:22][CH2:23][CH2:24][CH2:25][CH2:26][C:27]3[CH:32]=[CH:31][CH:30]=[CH:29][CH:28]=3)=[O:21])[CH2:18][CH2:17][NH:16][CH2:15]2)=[O:13])[CH:6]=[CH:5][CH:4]=[CH:3][CH:2]=1.[O:33]1[CH2:35][C@@H:34]1[CH2:36][O:37][C:38]1[CH:47]=[CH:46][CH:45]=[C:44]2[C:39]=1[CH:40]=[CH:41][CH:42]=[N:43]2. Product: [C:1]1([CH2:7][CH2:8][CH2:9][CH2:10][NH:11][C:12]([C@H:14]2[C@@H:19]([C:20]([NH:22][CH2:23][CH2:24][CH2:25][CH2:26][C:27]3[CH:32]=[CH:31][CH:30]=[CH:29][CH:28]=3)=[O:21])[CH2:18][CH2:17][N:16]([CH2:35][C@@H:34]([OH:33])[CH2:36][O:37][C:38]3[CH:47]=[CH:46][CH:45]=[C:44]4[C:39]=3[CH:40]=[CH:41][CH:42]=[N:43]4)[CH2:15]2)=[O:13])[CH:6]=[CH:5][CH:4]=[CH:3][CH:2]=1. The catalyst class is: 32. (2) Reactant: [CH3:1][O:2][C:3]1[CH:8]=[C:7]([N+:9]([O-])=O)[CH:6]=[CH:5][C:4]=1[C:12]1[CH:17]=[CH:16][N:15]=[C:14]([NH2:18])[CH:13]=1.O.O.[Sn](Cl)(Cl)(Cl)Cl.[OH-].[NH4+]. Product: [NH2:9][C:7]1[CH:6]=[CH:5][C:4]([C:12]2[CH:17]=[CH:16][N:15]=[C:14]([NH2:18])[CH:13]=2)=[C:3]([O:2][CH3:1])[CH:8]=1. The catalyst class is: 823. (3) Reactant: [CH2:1]([O:3][C:4]([CH:6]1[C:11](=O)[CH2:10][CH2:9][N:8]([C:13]2[CH:18]=[CH:17][C:16]([O:19][CH3:20])=[C:15]([O:21][CH3:22])[CH:14]=2)[CH2:7]1)=[O:5])[CH3:2].C([O-])(=O)C.[NH4+].C([BH3-])#[N:29].[Na+]. Product: [CH2:1]([O:3][C:4]([CH:6]1[CH:11]([NH2:29])[CH2:10][CH2:9][N:8]([C:13]2[CH:18]=[CH:17][C:16]([O:19][CH3:20])=[C:15]([O:21][CH3:22])[CH:14]=2)[CH2:7]1)=[O:5])[CH3:2]. The catalyst class is: 191. (4) The catalyst class is: 20. Product: [Br:22][C:23]1[C:27]([CH3:29])([CH3:28])[O:26]/[C:25](=[C:6]2/[C:7](=[O:11])[NH:8][C:9]3[C:5]/2=[CH:4][CH:3]=[C:2]([F:1])[CH:10]=3)/[CH:24]=1. Reactant: [F:1][C:2]1[CH:10]=[C:9]2[C:5]([CH2:6][C:7](=[O:11])[NH:8]2)=[CH:4][CH:3]=1.[Li+].C[Si]([N-][Si](C)(C)C)(C)C.[Br:22][C:23]1[C:27]([CH3:29])([CH3:28])[O:26][C:25](=O)[CH:24]=1.Cl. (5) Reactant: [CH3:1][O:2][C:3](=[O:28])[CH2:4][N:5]1[C:11](=[O:12])[C@@H:10]([NH:13][C:14](=[O:23])[CH2:15][CH2:16][C:17]2[CH:22]=[CH:21][CH:20]=[CH:19][CH:18]=2)[CH2:9][NH:8][C:7]2[CH:24]=[CH:25][CH:26]=[CH:27][C:6]1=2.C(=O)([O-])[O-].[Ca+2].[CH2:34](Br)[C:35]1[CH:40]=[CH:39][CH:38]=[CH:37][CH:36]=1.CN(C)C=O. Product: [CH3:1][O:2][C:3](=[O:28])[CH2:4][N:5]1[C:11](=[O:12])[C@@H:10]([NH:13][C:14](=[O:23])[CH2:15][CH2:16][C:17]2[CH:18]=[CH:19][CH:20]=[CH:21][CH:22]=2)[CH2:9][N:8]([CH2:34][C:35]2[CH:40]=[CH:39][CH:38]=[CH:37][CH:36]=2)[C:7]2[CH:24]=[CH:25][CH:26]=[CH:27][C:6]1=2. The catalyst class is: 13. (6) Reactant: [CH:1]1[C:10]2[C:5](=[CH:6][CH:7]=[CH:8][CH:9]=2)[CH:4]=[CH:3][C:2]=1[C:11]([OH:13])=O.[NH2:14][CH2:15][C:16]([N:18]([O:20][CH3:21])[CH3:19])=[O:17].CCN(C(C)C)C(C)C.F[P-](F)(F)(F)(F)F.N1(O[P+](N(C)C)(N(C)C)N(C)C)C2C=CC=CC=2N=N1.C([O-])(O)=O.[Na+]. Product: [CH3:21][O:20][N:18]([CH3:19])[C:16](=[O:17])[CH2:15][NH:14][C:11]([C:2]1[CH:3]=[CH:4][C:5]2[C:10](=[CH:9][CH:8]=[CH:7][CH:6]=2)[CH:1]=1)=[O:13]. The catalyst class is: 2.